From a dataset of Reaction yield outcomes from USPTO patents with 853,638 reactions. Predict the reaction yield, written as a fraction of the theoretical maximum amount of product (1.0 means a 100% yield; for example, 0.34 means a 34% yield). The reactants are [CH3:1][C:2]1([CH3:15])[O:6][B:5]([OH:7])[C:4]2[CH:8]=C(CNC)[CH:10]=[CH:11][C:3]1=2.[Cl:16][C:17]1[CH:18]=[C:19]([C:24]2([C:39]([F:42])([F:41])[F:40])[O:28][N:27]=[C:26]([C:29]3[CH:37]=[CH:36][C:32]([C:33]([OH:35])=O)=[C:31]([CH3:38])[CH:30]=3)[CH2:25]2)[CH:20]=[C:21]([Cl:23])[CH:22]=1.F[B-](F)(F)F.Br[C:49]1C=CC=C[N+]=1CC.CC[N:59]([CH:63]([CH3:65])C)[CH:60]([CH3:62])C. The catalyst is C(Cl)Cl.O. The product is [Cl:23][C:21]1[CH:20]=[C:19]([C:24]2([C:39]([F:42])([F:40])[F:41])[O:28][N:27]=[C:26]([C:29]3[CH:37]=[CH:36][C:32]([C:33]([N:59]([CH2:60][C:62]4[CH:10]=[CH:11][C:3]5[C:2]([CH3:15])([CH3:1])[O:6][B:5]([OH:7])[C:4]=5[CH:8]=4)[CH2:63][CH3:65])=[O:35])=[C:31]([CH2:38][CH3:49])[CH:30]=3)[CH2:25]2)[CH:18]=[C:17]([Cl:16])[CH:22]=1. The yield is 0.116.